Dataset: Catalyst prediction with 721,799 reactions and 888 catalyst types from USPTO. Task: Predict which catalyst facilitates the given reaction. (1) Reactant: O1[C:5]2([CH2:10][CH2:9][CH:8]([N:11]3[C:15](=[O:16])[CH2:14][CH2:13][C:12]3=[O:17])[CH2:7][CH2:6]2)[O:4]CC1.Cl. Product: [O:4]=[C:5]1[CH2:10][CH2:9][CH:8]([N:11]2[C:15](=[O:16])[CH2:14][CH2:13][C:12]2=[O:17])[CH2:7][CH2:6]1. The catalyst class is: 10. (2) Reactant: [CH:1]1[C:10]2[C:5](=[CH:6][CH:7]=[CH:8][CH:9]=2)[CH:4]=[CH:3][C:2]=1[C:11]([CH2:13][CH2:14][CH2:15][CH2:16][CH2:17][CH2:18][C:19]([OH:21])=O)=[O:12].[NH2:22][OH:23].Cl. Product: [OH:23][NH:22][C:19](=[O:21])[CH2:18][CH2:17][CH2:16][CH2:15][CH2:14][CH2:13][C:11]([C:2]1[CH:3]=[CH:4][C:5]2[C:10](=[CH:9][CH:8]=[CH:7][CH:6]=2)[CH:1]=1)=[O:12]. The catalyst class is: 66. (3) Reactant: [CH3:1][O:2][C:3](=[O:22])[CH2:4][CH:5]1[C:9]2=[CH:10][C:11]3[C:12]([S:18]([CH3:21])(=[O:20])=[O:19])=[CH:13][C:14]([OH:17])=[CH:15][C:16]=3[N:8]2[CH2:7][CH2:6]1.I[CH:24]([CH3:26])[CH3:25].C([O-])([O-])=O.[Cs+].[Cs+]. Product: [CH3:1][O:2][C:3](=[O:22])[CH2:4][CH:5]1[C:9]2=[CH:10][C:11]3[C:12]([S:18]([CH3:21])(=[O:20])=[O:19])=[CH:13][C:14]([O:17][CH:24]([CH3:26])[CH3:25])=[CH:15][C:16]=3[N:8]2[CH2:7][CH2:6]1. The catalyst class is: 3.